From a dataset of Forward reaction prediction with 1.9M reactions from USPTO patents (1976-2016). Predict the product of the given reaction. (1) Given the reactants C(O[C:6](=O)[N:7]([CH2:9][CH2:10][NH:11][C:12](=[O:30])[C:13]1[CH:18]=[CH:17][C:16]([CH2:19][N:20]([CH3:22])[CH3:21])=[C:15]([O:23][C:24]2[CH:25]=[N:26][CH:27]=[CH:28][CH:29]=2)[CH:14]=1)C)(C)(C)C.FC(F)(F)C(O)=O, predict the reaction product. The product is: [CH3:21][N:20]([CH2:19][C:16]1[CH:17]=[CH:18][C:13]([C:12]([NH:11][CH2:10][CH2:9][NH:7][CH3:6])=[O:30])=[CH:14][C:15]=1[O:23][C:24]1[CH:25]=[N:26][CH:27]=[CH:28][CH:29]=1)[CH3:22]. (2) The product is: [CH2:1]([O:8][CH2:9][C:10]([N:12]1[C:20]2[C:15](=[CH:16][CH:17]=[CH:18][CH:19]=2)[C:14]([C:21]([OH:29])=[O:22])=[CH:13]1)=[O:11])[C:2]1[CH:3]=[CH:4][CH:5]=[CH:6][CH:7]=1. Given the reactants [CH2:1]([O:8][CH2:9][C:10]([N:12]1[C:20]2[C:15](=[CH:16][CH:17]=[CH:18][CH:19]=2)[C:14]([CH:21]=[O:22])=[CH:13]1)=[O:11])[C:2]1[CH:7]=[CH:6][CH:5]=[CH:4][CH:3]=1.CC(=CC)C.O.[O-:29]Cl=O.[Na+], predict the reaction product. (3) Given the reactants [C:1]([C:3]1[C:4]([C:19]2[CH:24]=[CH:23][CH:22]=[CH:21][CH:20]=2)=[N:5][C:6]([NH:9][C:10]2[CH:15]=[CH:14][C:13]([CH2:16][CH2:17][OH:18])=[CH:12][CH:11]=2)=[N:7][CH:8]=1)#[N:2].[C:25]1([CH3:35])[CH:30]=[CH:29][C:28]([S:31](Cl)(=[O:33])=[O:32])=[CH:27][CH:26]=1, predict the reaction product. The product is: [C:1]([C:3]1[C:4]([C:19]2[CH:24]=[CH:23][CH:22]=[CH:21][CH:20]=2)=[N:5][C:6]([NH:9][C:10]2[CH:11]=[CH:12][C:13]([CH2:16][CH2:17][O:18][S:31]([C:28]3[CH:29]=[CH:30][C:25]([CH3:35])=[CH:26][CH:27]=3)(=[O:33])=[O:32])=[CH:14][CH:15]=2)=[N:7][CH:8]=1)#[N:2]. (4) Given the reactants I[C:2]1[CH:11]=[C:10]2[C:5]([CH:6]=[C:7]([C:12]3[CH:13]=[CH:14][C:15]4[O:20][CH2:19][C:18](=[O:21])[NH:17][C:16]=4[CH:22]=3)[CH2:8][S:9]2)=[CH:4][CH:3]=1.[CH2:23]([CH2:25][NH2:26])[OH:24], predict the reaction product. The product is: [OH:24][CH2:23][CH2:25][NH:26][C:2]1[CH:11]=[C:10]2[C:5]([CH:6]=[C:7]([C:12]3[CH:13]=[CH:14][C:15]4[O:20][CH2:19][C:18](=[O:21])[NH:17][C:16]=4[CH:22]=3)[CH2:8][S:9]2)=[CH:4][CH:3]=1.